This data is from Full USPTO retrosynthesis dataset with 1.9M reactions from patents (1976-2016). The task is: Predict the reactants needed to synthesize the given product. (1) Given the product [CH3:42][O:41][C:38]1[CH:39]=[CH:40][C:35]([CH2:34][N:17]2[C:18]3=[N:19][CH:20]=[CH:21][C:22]([O:24][C:25]4[CH:33]=[CH:32][C:28]([C:29](=[O:31])[NH:50][C:46]5[CH:45]=[C:44]([CH3:43])[CH:49]=[CH:48][N:47]=5)=[CH:27][CH:26]=4)=[C:23]3[C:15]([NH:14][C@@H:10]3[CH2:11][CH2:12][CH2:13][N:8]([C:6]([O:5][C:1]([CH3:4])([CH3:3])[CH3:2])=[O:7])[CH2:9]3)=[N:16]2)=[CH:36][CH:37]=1, predict the reactants needed to synthesize it. The reactants are: [C:1]([O:5][C:6]([N:8]1[CH2:13][CH2:12][CH2:11][C@@H:10]([NH:14][C:15]2[C:23]3[C:18](=[N:19][CH:20]=[CH:21][C:22]=3[O:24][C:25]3[CH:33]=[CH:32][C:28]([C:29]([OH:31])=O)=[CH:27][CH:26]=3)[N:17]([CH2:34][C:35]3[CH:40]=[CH:39][C:38]([O:41][CH3:42])=[CH:37][CH:36]=3)[N:16]=2)[CH2:9]1)=[O:7])([CH3:4])([CH3:3])[CH3:2].[CH3:43][C:44]1[CH:49]=[CH:48][N:47]=[C:46]([NH2:50])[CH:45]=1.O=P(Cl)(Cl)Cl.O. (2) Given the product [NH2:27][C:28]1[CH:47]=[CH:46][C:31]([O:32][C:33]2[C:42]3[C:37](=[CH:38][C:39]([O:45][CH2:17][C@H:18]4[CH2:19][O:20]4)=[C:40]([C:43]#[N:44])[CH:41]=3)[N:36]=[CH:35][CH:34]=2)=[CH:30][C:29]=1[F:48], predict the reactants needed to synthesize it. The reactants are: CN(C)C=O.CC1C=CC(S(O[CH2:17][C@@H:18]2[O:20][CH2:19]2)(=O)=O)=CC=1.C(=O)([O-])[O-].[K+].[K+].[NH2:27][C:28]1[CH:47]=[CH:46][C:31]([O:32][C:33]2[C:42]3[C:37](=[CH:38][C:39]([OH:45])=[C:40]([C:43]#[N:44])[CH:41]=3)[N:36]=[CH:35][CH:34]=2)=[CH:30][C:29]=1[F:48]. (3) Given the product [CH3:1][O:2][C:3]1[CH:8]=[CH:7][CH:6]=[CH:5][C:4]=1[N:9]1[CH2:10][CH2:11][N:12]([CH2:15][CH2:16][CH2:17][CH2:18][NH2:19])[CH2:13][CH2:14]1, predict the reactants needed to synthesize it. The reactants are: [CH3:1][O:2][C:3]1[CH:8]=[CH:7][CH:6]=[CH:5][C:4]=1[N:9]1[CH2:14][CH2:13][N:12]([CH2:15][CH2:16][CH2:17][CH2:18][N:19]2C(=O)C3C(=CC=CC=3)C2=O)[CH2:11][CH2:10]1. (4) Given the product [F:9][C:10]1[CH:11]=[CH:12][C:13]([C:16]2[N:17]=[CH:18][C:19]3[N:20]([N:22]=[CH:23][C:24]=3[I:1])[CH:21]=2)=[CH:14][CH:15]=1, predict the reactants needed to synthesize it. The reactants are: [I:1]N1C(=O)CCC1=O.[F:9][C:10]1[CH:15]=[CH:14][C:13]([C:16]2[N:17]=[CH:18][C:19]3[N:20]([N:22]=[CH:23][CH:24]=3)[CH:21]=2)=[CH:12][CH:11]=1. (5) Given the product [Cl:26][C:27]1[CH:28]=[C:29]([C@@H:33]([C@@H:42]2[CH2:47][CH2:46][CH2:45][N:44]([C:4](=[N:3][C:1]#[N:2])[NH:7][C@H:8]([CH2:9][N:10]([CH3:18])[C:11]([O:12][C:13]([CH3:16])([CH3:15])[CH3:14])=[O:17])[CH2:19][CH:20]3[CH2:25][CH2:24][CH2:23][CH2:22][CH2:21]3)[CH2:43]2)[O:34][CH2:35][CH2:36][NH:37][C:38](=[O:41])[O:39][CH3:40])[CH:30]=[CH:31][CH:32]=1, predict the reactants needed to synthesize it. The reactants are: [C:1]([N:3]=[C:4]([NH:7][C@@H:8]([CH2:19][CH:20]1[CH2:25][CH2:24][CH2:23][CH2:22][CH2:21]1)[CH2:9][N:10]([CH3:18])[C:11](=[O:17])[O:12][C:13]([CH3:16])([CH3:15])[CH3:14])SC)#[N:2].[Cl:26][C:27]1[CH:28]=[C:29]([C@@H:33]([C@@H:42]2[CH2:47][CH2:46][CH2:45][NH:44][CH2:43]2)[O:34][CH2:35][CH2:36][NH:37][C:38](=[O:41])[O:39][CH3:40])[CH:30]=[CH:31][CH:32]=1. (6) Given the product [F:39][C:38]([F:41])([F:40])[S:35]([O:1][C:2]1[CH2:3][CH:4]2[CH2:10][CH:8]([CH2:7][N:6]([C:11]([O:13][C:14]([CH3:17])([CH3:16])[CH3:15])=[O:12])[CH2:5]2)[CH:9]=1)(=[O:37])=[O:36], predict the reactants needed to synthesize it. The reactants are: [O:1]=[C:2]1[CH2:9][CH:8]2[CH2:10][CH:4]([CH2:5][N:6]([C:11]([O:13][C:14]([CH3:17])([CH3:16])[CH3:15])=[O:12])[CH2:7]2)[CH2:3]1.[Li+].C[Si]([N-][Si](C)(C)C)(C)C.C1C=CC(N([S:35]([C:38]([F:41])([F:40])[F:39])(=[O:37])=[O:36])[S:35]([C:38]([F:41])([F:40])[F:39])(=[O:37])=[O:36])=CC=1.O. (7) Given the product [CH3:21][O:22][C:11]1[N:16]=[C:15]([C:17]([OH:19])=[O:18])[CH:14]=[CH:13][C:12]=1[O:5][CH:3]([CH3:4])[C:2]([F:7])([F:6])[F:1], predict the reactants needed to synthesize it. The reactants are: [F:1][C:2]([F:7])([F:6])[CH:3]([OH:5])[CH3:4].[H-].[Na+].Cl[C:11]1[N:16]=[C:15]([C:17]([OH:19])=[O:18])[CH:14]=[CH:13][C:12]=1F.[CH3:21][O-:22].[Na+]. (8) Given the product [CH3:9][S:8][C:6]1[N:5]=[C:4]([NH:10][CH2:11][CH2:12][OH:13])[CH:3]=[C:2]([C:20]2[CH:19]=[CH:18][CH:17]=[C:16]([C:15]([F:26])([F:25])[F:14])[CH:21]=2)[N:7]=1, predict the reactants needed to synthesize it. The reactants are: Cl[C:2]1[N:7]=[C:6]([S:8][CH3:9])[N:5]=[C:4]([NH:10][CH2:11][CH2:12][OH:13])[CH:3]=1.[F:14][C:15]([F:26])([F:25])[C:16]1[CH:17]=[C:18](B(O)O)[CH:19]=[CH:20][CH:21]=1.C(=O)([O-])[O-].[Na+].[Na+].NCC(O)CO. (9) Given the product [OH:1][CH:2]([CH2:26][C:27]1[CH:28]=[CH:29][CH:30]=[CH:31][CH:32]=1)/[CH:3]=[CH:4]/[C@H:5]1[CH2:6][CH2:7][C:8](=[O:25])[N:9]1[CH2:10][CH2:11][CH2:12][CH2:13][S:14][CH2:34][C:35]#[N:36], predict the reactants needed to synthesize it. The reactants are: [OH:1][CH:2]([CH2:26][C:27]1[CH:32]=[CH:31][CH:30]=[CH:29][CH:28]=1)/[CH:3]=[CH:4]/[C@@H:5]1[N:9]([CH2:10][CH2:11][CH2:12][CH2:13][S:14][Si](C(C)C)(C(C)C)C(C)C)[C:8](=[O:25])[CH2:7][CH2:6]1.Br[CH2:34][C:35]#[N:36].[N+](CCCC)(CCCC)(CCCC)CCCC.[F-].O.